Dataset: Full USPTO retrosynthesis dataset with 1.9M reactions from patents (1976-2016). Task: Predict the reactants needed to synthesize the given product. (1) The reactants are: [CH3:1][O:2][C:3](=[O:28])[CH2:4][C:5]1[CH:10]=[CH:9][CH:8]=[C:7]([CH2:11][NH:12][CH:13]2[CH2:17][CH2:16][N:15]([C:18]3[S:19][C:20]4[CH:26]=[C:25]([Cl:27])[CH:24]=[CH:23][C:21]=4[N:22]=3)[CH2:14]2)[CH:6]=1.I[CH2:30][CH2:31][CH2:32][CH3:33].C(=O)([O-])[O-].[K+].[K+].CN(C)C=O. Given the product [CH3:1][O:2][C:3](=[O:28])[CH2:4][C:5]1[CH:10]=[CH:9][CH:8]=[C:7]([CH2:11][N:12]([CH2:30][CH2:31][CH2:32][CH3:33])[CH:13]2[CH2:17][CH2:16][N:15]([C:18]3[S:19][C:20]4[CH:26]=[C:25]([Cl:27])[CH:24]=[CH:23][C:21]=4[N:22]=3)[CH2:14]2)[CH:6]=1, predict the reactants needed to synthesize it. (2) Given the product [OH-:14].[CH2:12]([N+:4]1([CH2:2][CH3:3])[CH2:9][CH2:8][CH2:7][CH:6]([CH3:10])[CH:5]1[CH3:11])[CH3:13], predict the reactants needed to synthesize it. The reactants are: [I-].[CH2:2]([N+:4]1([CH2:12][CH3:13])[CH2:9][CH2:8][CH2:7][CH:6]([CH3:10])[CH:5]1[CH3:11])[CH3:3].[OH2:14].[OH-]. (3) Given the product [N:57]1([C:56](=[O:78])/[CH:51]=[CH:50]/[C@@H:10]([NH:9][C:39]([C@@H:34]2[CH2:33][N:32]([C:30]([O:29][C:25]([CH3:26])([CH3:27])[CH3:28])=[O:31])[CH2:38][CH2:37][CH2:36][O:35]2)=[O:41])[CH2:11][CH3:12])[C:64]2[C:63](=[CH:68][CH:67]=[CH:66][CH:65]=2)[CH2:62][CH2:58]1, predict the reactants needed to synthesize it. The reactants are: CN(C(O[N:9]1N=N[C:11]2[CH:12]=CC=N[C:10]1=2)=[N+](C)C)C.F[P-](F)(F)(F)(F)F.[C:25]([O:29][C:30]([N:32]1[CH2:38][CH2:37][CH2:36][O:35][C@H:34]([C:39]([OH:41])=O)[CH2:33]1)=[O:31])([CH3:28])([CH3:27])[CH3:26].C(OC(N1CCCO[CH:51]([C:56](=[O:78])[NH:57][C@@H:58]([CH2:62][C:63]2[CH:68]=[CH:67][C:66](B3OC(C)(C)C(C)(C)O3)=[CH:65][CH:64]=2)C(N)=O)[CH2:50]1)=O)(C)(C)C.NC(=O)[C@@H:58]([NH:57][C:56]([C@@H:51]1[CH2:50]N(C(OC(C)(C)C)=O)CCCO1)=[O:78])[CH2:62][C:63]1[CH:68]=[CH:67][C:66](B2OC(C)(C)C(C)(C)O2)=[CH:65][CH:64]=1.CCN(C(C)C)C(C)C. (4) The reactants are: [C:1](=[O:4])([O-])O.[Na+].I[C:7]1[C:12]([O:13][C:14]2[C:23]3[C:18](=[CH:19][C:20]([O:26][CH3:27])=[C:21]([O:24][CH3:25])[CH:22]=3)[N:17]=[CH:16][CH:15]=2)=[CH:11][CH:10]=[C:9]([CH3:28])[N:8]=1.[OH-].[Na+]. Given the product [CH3:25][O:24][C:21]1[CH:22]=[C:23]2[C:18](=[CH:19][C:20]=1[O:26][CH3:27])[N:17]=[CH:16][CH:15]=[C:14]2[O:13][C:12]1[C:7]([C:18]2[CH:23]=[CH:22][C:21]([CH2:1][OH:4])=[CH:20][CH:19]=2)=[N:8][C:9]([CH3:28])=[CH:10][CH:11]=1, predict the reactants needed to synthesize it. (5) Given the product [CH3:26][C:27]1[CH:32]=[CH:31][C:30]([S:33]([O:17][CH2:16][C:4]2([OH:18])[C:3]3[C:8]4=[C:9]([CH:12]=[CH:13][C:14](=[O:15])[N:7]4[CH2:6][CH2:5]2)[CH:10]=[CH:11][C:2]=3[F:1])(=[O:35])=[O:34])=[CH:29][CH:28]=1, predict the reactants needed to synthesize it. The reactants are: [F:1][C:2]1[CH:11]=[CH:10][C:9]2[CH:12]=[CH:13][C:14](=[O:15])[N:7]3[C:8]=2[C:3]=1[C:4]([OH:18])([CH2:16][OH:17])[CH2:5][CH2:6]3.C(N(CC)CC)C.[CH3:26][C:27]1[CH:32]=[CH:31][C:30]([S:33](Cl)(=[O:35])=[O:34])=[CH:29][CH:28]=1.C([Sn](=O)CCCC)CCC.